From a dataset of Full USPTO retrosynthesis dataset with 1.9M reactions from patents (1976-2016). Predict the reactants needed to synthesize the given product. (1) Given the product [CH2:20]([O:27][C:28]1[C:29]([CH3:37])=[C:30]([CH3:36])[C:31]([NH:35][C:11](=[O:12])[C:10]2[C:9]([CH3:8])=[CH:17][C:16]([CH3:18])=[CH:15][C:14]=2[CH3:19])=[N:32][C:33]=1[CH3:34])[C:21]1[CH:22]=[CH:23][CH:24]=[CH:25][CH:26]=1, predict the reactants needed to synthesize it. The reactants are: C(N(CC)CC)C.[CH3:8][C:9]1[CH:17]=[C:16]([CH3:18])[CH:15]=[C:14]([CH3:19])[C:10]=1[C:11](Cl)=[O:12].[CH2:20]([O:27][C:28]1[C:29]([CH3:37])=[C:30]([CH3:36])[C:31]([NH2:35])=[N:32][C:33]=1[CH3:34])[C:21]1[CH:26]=[CH:25][CH:24]=[CH:23][CH:22]=1. (2) Given the product [F:39][CH:2]([F:1])[C:3]1[N:7]([C:8]2[N:13]=[C:12]([N:14]3[CH2:15][CH2:16][O:17][CH2:18][CH2:19]3)[N:11]=[C:10]([N:20]([CH:27]3[CH2:32][CH2:31][CH2:30][N:29]([S:50]([CH3:49])(=[O:52])=[O:51])[CH2:28]3)[CH2:21][CH2:22][CH2:23][N:24]([CH3:26])[CH3:25])[N:9]=2)[C:6]2[CH:33]=[CH:34][CH:35]=[C:36]([O:37][CH3:38])[C:5]=2[N:4]=1, predict the reactants needed to synthesize it. The reactants are: [F:1][CH:2]([F:39])[C:3]1[N:7]([C:8]2[N:13]=[C:12]([N:14]3[CH2:19][CH2:18][O:17][CH2:16][CH2:15]3)[N:11]=[C:10]([N:20]([CH:27]3[CH2:32][CH2:31][CH2:30][NH:29][CH2:28]3)[CH2:21][CH2:22][CH2:23][N:24]([CH3:26])[CH3:25])[N:9]=2)[C:6]2[CH:33]=[CH:34][CH:35]=[C:36]([O:37][CH3:38])[C:5]=2[N:4]=1.CCN(C(C)C)C(C)C.[CH3:49][S:50](Cl)(=[O:52])=[O:51]. (3) Given the product [Cl:1][C:2]1[CH:29]=[CH:28][C:5]([CH2:6][O:7][C:8]2[C:9]([O:25][CH2:26][CH3:27])=[C:10]([C:14]([C:16]3[C:24]4[C:19](=[N:20][CH:21]=[CH:22][CH:23]=4)[NH:18][CH:17]=3)=[O:15])[CH:11]=[CH:12][CH:13]=2)=[CH:4][CH:3]=1, predict the reactants needed to synthesize it. The reactants are: [Cl:1][C:2]1[CH:29]=[CH:28][C:5]([CH2:6][O:7][C:8]2[C:9]([O:25][CH2:26][CH3:27])=[C:10]([CH:14]([C:16]3[C:24]4[C:19](=[N:20][CH:21]=[CH:22][CH:23]=4)[NH:18][CH:17]=3)[OH:15])[CH:11]=[CH:12][CH:13]=2)=[CH:4][CH:3]=1.CC(OI1(OC(C)=O)(OC(C)=O)OC(=O)C2C=CC=CC1=2)=O.